The task is: Predict the reaction yield, written as a fraction of the theoretical maximum amount of product (1.0 means a 100% yield; for example, 0.34 means a 34% yield).. This data is from Reaction yield outcomes from USPTO patents with 853,638 reactions. (1) The reactants are [ClH:1].[NH2:2][CH2:3][CH:4]1[CH2:13][CH2:12][CH2:11][C:10]2[CH:9]=[C:8]([N:14]3[C:19](=[O:20])[CH:18]=[N:17][C:16]4[CH:21]=[CH:22][C:23]([O:25][CH3:26])=[N:24][C:15]3=4)[CH:7]=[CH:6][C:5]1=2.C(N(CC)CC)C.[O:34]=[C:35]1[CH2:40][O:39][C:38]2[CH:41]=[CH:42][C:43]([CH:45]=O)=[N:44][C:37]=2[NH:36]1.C(O[BH-](OC(=O)C)OC(=O)C)(=O)C.[Na+]. The catalyst is C(Cl)(Cl)Cl.CO. The product is [ClH:1].[CH3:26][O:25][C:23]1[CH:22]=[CH:21][C:16]2[N:17]=[CH:18][C:19](=[O:20])[N:14]([C:8]3[CH:9]=[C:10]4[C:5](=[CH:6][CH:7]=3)[CH:4]([CH2:3][NH:2][CH2:45][C:43]3[CH:42]=[CH:41][C:38]5[O:39][CH2:40][C:35](=[O:34])[NH:36][C:37]=5[N:44]=3)[CH2:13][CH2:12][CH2:11]4)[C:15]=2[N:24]=1. The yield is 0.590. (2) The reactants are [CH2:1]([C:3]1[N:4]([C:28]2[CH:33]=[CH:32][C:31]([OH:34])=[CH:30][CH:29]=2)[C:5](=[O:27])[C:6]([CH2:12][C:13]2[CH:18]=[CH:17][C:16]([C:19]3[C:20]([C:25]#[N:26])=[CH:21][CH:22]=[CH:23][CH:24]=3)=[CH:15][CH:14]=2)=[C:7]([CH2:9][CH2:10][CH3:11])[N:8]=1)[CH3:2].[Si:35]([O:42][C:43]([C@@H:46]1[CH2:51][CH2:50][C@H:49](O)[CH2:48][CH2:47]1)([CH3:45])[CH3:44])([C:38]([CH3:41])([CH3:40])[CH3:39])([CH3:37])[CH3:36].C1(P(C2C=CC=CC=2)C2C=CC=CC=2)C=CC=CC=1.N(C(OC(C)C)=O)=NC(OC(C)C)=O. The catalyst is O1CCCC1.O.C(OCC)(=O)C. The product is [Si:35]([O:42][C:43]([C@H:46]1[CH2:47][CH2:48][C@H:49]([O:34][C:31]2[CH:32]=[CH:33][C:28]([N:4]3[C:5](=[O:27])[C:6]([CH2:12][C:13]4[CH:18]=[CH:17][C:16]([C:19]5[C:20]([C:25]#[N:26])=[CH:21][CH:22]=[CH:23][CH:24]=5)=[CH:15][CH:14]=4)=[C:7]([CH2:9][CH2:10][CH3:11])[N:8]=[C:3]3[CH2:1][CH3:2])=[CH:29][CH:30]=2)[CH2:50][CH2:51]1)([CH3:45])[CH3:44])([C:38]([CH3:39])([CH3:40])[CH3:41])([CH3:37])[CH3:36]. The yield is 0.540. (3) The reactants are [H-].[H-].[H-].[H-].[Li+].[Al+3].[F:7][C:8]1([F:20])[O:12][C:11]2[CH:13]=[CH:14][C:15]([C:17](O)=[O:18])=[CH:16][C:10]=2[O:9]1.O.[OH-].[Na+]. The catalyst is C1COCC1. The product is [F:20][C:8]1([F:7])[O:12][C:11]2[CH:13]=[CH:14][C:15]([CH2:17][OH:18])=[CH:16][C:10]=2[O:9]1. The yield is 0.913. (4) The product is [Cl:60][C:37]1[CH:32]=[CH:33][CH:34]=[CH:35][C:36]=1[NH:38][C:47](=[O:26])[NH:44][C:45]1[CH:46]=[CH:56][C:55]([CH2:54][C:6]([N:8]2[CH:12]([CH2:13][O:14][C:15]3[CH:16]=[CH:17][C:18]([C:19]([O:21][CH3:22])=[O:20])=[CH:23][CH:24]=3)[CH2:11][S:10][CH2:9]2)=[O:7])=[CH:62][C:63]=1[O:64][CH3:65]. The reactants are C(O[C:6]([N:8]1[CH:12]([CH2:13][O:14][C:15]2[CH:24]=[CH:23][C:18]([C:19]([O:21][CH3:22])=[O:20])=[CH:17][CH:16]=2)[CH2:11][S:10][CH2:9]1)=[O:7])(C)(C)C.C(O)(C(F)(F)F)=[O:26].[CH:32]1[CH:33]=[CH:34][C:35]2N(O)N=[N:38][C:36]=2[CH:37]=1.C([N:44]([CH2:47]C)[CH2:45][CH3:46])C.CCN=C=N[CH2:54][CH2:55][CH2:56]N(C)C.[ClH:60].C1[CH2:65][O:64][CH2:63][CH2:62]1. The catalyst is C(Cl)Cl.CC#N. The yield is 0.930. (5) The catalyst is ClCCl. The reactants are [O:1]1[CH:5]=[CH:4][C:3]([O:6][CH2:7][C@@H:8]2[O:12][C:11](=[O:13])[N:10]([C:14]3[CH:19]=[CH:18][C:17]([C:20]4[CH2:25][CH2:24][N:23]([CH2:26][CH2:27][OH:28])[CH2:22][CH:21]=4)=[C:16]([F:29])[CH:15]=3)[CH2:9]2)=[N:2]1.C(N(CC)CC)C.[C:37](Cl)(=[O:39])[CH3:38].O. The product is [O:1]1[CH:5]=[CH:4][C:3]([O:6][CH2:7][C@@H:8]2[O:12][C:11](=[O:13])[N:10]([C:14]3[CH:19]=[CH:18][C:17]([C:20]4[CH2:25][CH2:24][N:23]([CH2:26][CH2:27][O:28][C:37](=[O:39])[CH3:38])[CH2:22][CH:21]=4)=[C:16]([F:29])[CH:15]=3)[CH2:9]2)=[N:2]1. The yield is 0.970. (6) The reactants are [Cl:1][C:2]1[CH:3]=[C:4]([C:8]2[C:9]3[CH:43]=[CH:42][CH:41]=[C:40]([CH2:44][CH3:45])[C:10]=3[NH:11][C:12](=[O:39])[CH:13]([NH:15][C:16]([C@H:18]([CH2:33][CH2:34][C:35]([F:38])([F:37])[F:36])[C@H:19]([CH2:27][CH2:28][C:29]([F:32])([F:31])[F:30])[C:20]([O:22]C(C)(C)C)=[O:21])=[O:17])[N:14]=2)[CH:5]=[CH:6][CH:7]=1.C(O)(C(F)(F)F)=O. The catalyst is C(Cl)Cl. The product is [Cl:1][C:2]1[CH:3]=[C:4]([C:8]2[C:9]3[CH:43]=[CH:42][CH:41]=[C:40]([CH2:44][CH3:45])[C:10]=3[NH:11][C:12](=[O:39])[CH:13]([NH:15][C:16]([C@H:18]([CH2:33][CH2:34][C:35]([F:37])([F:38])[F:36])[C@H:19]([CH2:27][CH2:28][C:29]([F:32])([F:31])[F:30])[C:20]([OH:22])=[O:21])=[O:17])[N:14]=2)[CH:5]=[CH:6][CH:7]=1. The yield is 0.830. (7) The reactants are CO.[ClH:3].[NH2:4][C:5]1[N:9]=[C:8]([C@@H:10]([NH:14]C(=O)OC(C)(C)C)[CH2:11][C:12]#[CH:13])[NH:7][N:6]=1. No catalyst specified. The product is [ClH:3].[NH2:14][C@H:10]([C:8]1[NH:7][N:6]=[C:5]([NH2:4])[N:9]=1)[CH2:11][C:12]#[CH:13]. The yield is 0.720.